From a dataset of Forward reaction prediction with 1.9M reactions from USPTO patents (1976-2016). Predict the product of the given reaction. Given the reactants [I:1][C:2]1[C:3]([C:8]([O:10][CH2:11][CH3:12])=[O:9])=[N:4][NH:5][C:6]=1[CH3:7].[H-].[Na+].[CH3:15][O:16][C:17]1[CH:22]=[CH:21][C:20](Cl)=[CH:19][CH:18]=1.[CH3:24]N(C=O)C, predict the reaction product. The product is: [I:1][C:2]1[C:3]([C:8]([O:10][CH2:11][CH3:12])=[O:9])=[N:4][N:5]([CH2:24][C:20]2[CH:21]=[CH:22][C:17]([O:16][CH3:15])=[CH:18][CH:19]=2)[C:6]=1[CH3:7].